This data is from Forward reaction prediction with 1.9M reactions from USPTO patents (1976-2016). The task is: Predict the product of the given reaction. (1) Given the reactants [O:1]=[C:2]1[N:6]([C:7]2[CH:8]=[CH:9][C:10]3[C:16](=[O:17])[CH2:15][CH2:14][CH2:13][CH2:12][C:11]=3[CH:18]=2)[CH2:5][C@H:4]([CH2:19][NH:20][C:21](=[O:23])[CH3:22])[O:3]1.[S:24]1[CH:28]=[CH:27][C:26]([CH:29]=O)=[CH:25]1.N1CCCCC1, predict the reaction product. The product is: [O:1]=[C:2]1[N:6]([C:7]2[CH:8]=[CH:9][C:10]3[C:16](=[O:17])[C:15](=[CH:29][C:26]4[CH:27]=[CH:28][S:24][CH:25]=4)[CH2:14][CH2:13][CH2:12][C:11]=3[CH:18]=2)[CH2:5][C@H:4]([CH2:19][NH:20][C:21](=[O:23])[CH3:22])[O:3]1. (2) Given the reactants [Br:1][C:2]1[CH:3]=[C:4]([N+]([O-])=O)[C:5]([C:8]#[N:9])=[N:6][CH:7]=1.CN(C=O)C.[CH3:18][O:19][C:20](=[O:23])[CH2:21][SH:22].[OH-].[K+], predict the reaction product. The product is: [NH2:9][C:8]1[C:5]2=[N:6][CH:7]=[C:2]([Br:1])[CH:3]=[C:4]2[S:22][C:21]=1[C:20]([O:19][CH3:18])=[O:23]. (3) Given the reactants [Cl-].O[NH3+:3].[C:4](=[O:7])([O-])[OH:5].[Na+].CS(C)=O.[CH:13]1([C:16]2[N:17]=[C:18]([CH3:48])[N:19]([C:38]3[CH:43]=[CH:42][C:41]([O:44][CH:45]([CH3:47])[CH3:46])=[CH:40][CH:39]=3)[C:20](=[O:37])[C:21]=2[CH2:22][C:23]2[CH:28]=[CH:27][C:26]([C:29]3[C:30]([C:35]#[N:36])=[CH:31][CH:32]=[CH:33][CH:34]=3)=[CH:25][CH:24]=2)[CH2:15][CH2:14]1, predict the reaction product. The product is: [CH:13]1([C:16]2[N:17]=[C:18]([CH3:48])[N:19]([C:38]3[CH:43]=[CH:42][C:41]([O:44][CH:45]([CH3:46])[CH3:47])=[CH:40][CH:39]=3)[C:20](=[O:37])[C:21]=2[CH2:22][C:23]2[CH:24]=[CH:25][C:26]([C:29]3[CH:34]=[CH:33][CH:32]=[CH:31][C:30]=3[C:35]3[NH:3][C:4](=[O:7])[O:5][N:36]=3)=[CH:27][CH:28]=2)[CH2:15][CH2:14]1. (4) Given the reactants Cl[C:2]1[N:7]=[C:6]([NH2:8])[N:5]=[C:4]([NH:9][CH3:10])[CH:3]=1.[F:11][C:12]1[CH:17]=[CH:16][C:15](B(O)O)=[C:14]([CH3:21])[C:13]=1[CH3:22].C(=O)([O-])[O-].[K+].[K+], predict the reaction product. The product is: [F:11][C:12]1[CH:17]=[CH:16][C:15]([C:2]2[N:7]=[C:6]([NH2:8])[N:5]=[C:4]([NH:9][CH3:10])[CH:3]=2)=[C:14]([CH3:21])[C:13]=1[CH3:22]. (5) Given the reactants [C:1]1([S:7]([N:10]2[CH2:17][CH:16]3[NH:18][CH:12]([CH2:13][O:14][CH2:15]3)[CH2:11]2)(=[O:9])=[O:8])[CH:6]=[CH:5][CH:4]=[CH:3][CH:2]=1.O.[C:20]([BH3-])#N.[Na+], predict the reaction product. The product is: [NH3:10].[C:1]1([S:7]([N:10]2[CH2:11][CH:12]3[N:18]([CH3:20])[CH:16]([CH2:15][O:14][CH2:13]3)[CH2:17]2)(=[O:9])=[O:8])[CH:2]=[CH:3][CH:4]=[CH:5][CH:6]=1. (6) Given the reactants Br[C:2]1[CH:3]=[CH:4][C:5]([C:8]([OH:11])([CH3:10])[CH3:9])=[N:6][CH:7]=1.CC1(C)C(C)(C)[O:16][B:15](B2OC(C)(C)C(C)(C)O2)[O:14]1.ClCCl.C([O-])(=O)C.[K+], predict the reaction product. The product is: [OH:11][C:8]([C:5]1[N:6]=[CH:7][C:2]([B:15]([OH:16])[OH:14])=[CH:3][CH:4]=1)([CH3:10])[CH3:9].